This data is from NCI-60 drug combinations with 297,098 pairs across 59 cell lines. The task is: Regression. Given two drug SMILES strings and cell line genomic features, predict the synergy score measuring deviation from expected non-interaction effect. Drug 1: CCCCC(=O)OCC(=O)C1(CC(C2=C(C1)C(=C3C(=C2O)C(=O)C4=C(C3=O)C=CC=C4OC)O)OC5CC(C(C(O5)C)O)NC(=O)C(F)(F)F)O. Drug 2: CC1C(C(CC(O1)OC2CC(CC3=C2C(=C4C(=C3O)C(=O)C5=CC=CC=C5C4=O)O)(C(=O)C)O)N)O. Cell line: SW-620. Synergy scores: CSS=41.6, Synergy_ZIP=0.936, Synergy_Bliss=2.08, Synergy_Loewe=-8.40, Synergy_HSA=3.88.